Dataset: Peptide-MHC class II binding affinity with 134,281 pairs from IEDB. Task: Regression. Given a peptide amino acid sequence and an MHC pseudo amino acid sequence, predict their binding affinity value. This is MHC class II binding data. (1) The peptide sequence is PFTVRYTTEGGTKGE. The MHC is DRB1_1501 with pseudo-sequence DRB1_1501. The binding affinity (normalized) is 0.216. (2) The binding affinity (normalized) is 0.814. The MHC is DRB1_1501 with pseudo-sequence DRB1_1501. The peptide sequence is PGFTVIALFLAHAIG. (3) The peptide sequence is ATPEAKYDAYVATLS. The MHC is DRB1_1001 with pseudo-sequence DRB1_1001. The binding affinity (normalized) is 0.507. (4) The peptide sequence is VVLGLATSPTAEGGK. The MHC is HLA-DQA10501-DQB10201 with pseudo-sequence HLA-DQA10501-DQB10201. The binding affinity (normalized) is 0.191. (5) The peptide sequence is IDSSYFANVLAKKMP. The MHC is HLA-DQA10401-DQB10402 with pseudo-sequence HLA-DQA10401-DQB10402. The binding affinity (normalized) is 0.259. (6) The peptide sequence is PEQPEQKYPEQ. The MHC is HLA-DQA10501-DQB10201 with pseudo-sequence HLA-DQA10501-DQB10201. The binding affinity (normalized) is 0. (7) The peptide sequence is NNVVQALTSLGLLYT. The MHC is DRB5_0101 with pseudo-sequence DRB5_0101. The binding affinity (normalized) is 0.651. (8) The peptide sequence is PTMLKKGMTTVLDFH. The MHC is HLA-DQA10601-DQB10402 with pseudo-sequence HLA-DQA10601-DQB10402. The binding affinity (normalized) is 0.231.